Dataset: Full USPTO retrosynthesis dataset with 1.9M reactions from patents (1976-2016). Task: Predict the reactants needed to synthesize the given product. (1) Given the product [CH3:1][NH:2][C:3]1[C:4]2[CH:15]=[C:14]([C:16]([F:19])([F:17])[F:18])[CH:13]=[CH:12][C:5]=2[S:6][C:7]=1[C:8]([OH:10])=[O:9], predict the reactants needed to synthesize it. The reactants are: [CH3:1][NH:2][C:3]1[C:4]2[CH:15]=[C:14]([C:16]([F:19])([F:18])[F:17])[CH:13]=[CH:12][C:5]=2[S:6][C:7]=1[C:8]([O:10]C)=[O:9].O.[OH-].[Li+].O. (2) Given the product [C:12]([C:5]1[CH:4]=[CH:3][C:2]([F:1])=[CH:7][C:6]=1[CH2:8][C:9]([NH2:11])=[O:10])#[CH:13], predict the reactants needed to synthesize it. The reactants are: [F:1][C:2]1[CH:3]=[CH:4][C:5]([C:12]#[C:13][Si](C)(C)C)=[C:6]([CH2:8][C:9]([NH2:11])=[O:10])[CH:7]=1.CCCC[N+](CCCC)(CCCC)CCCC.[F-].O. (3) Given the product [C:1]([O:5][C:6]([N:8]1[CH:17]([C:18](=[O:33])[NH:19][CH:20]([C:29]([OH:31])=[O:30])[CH2:21][C:22]2[CH:23]=[CH:24][C:25]([Cl:28])=[CH:26][CH:27]=2)[CH2:16][C:15]2[C:10](=[CH:11][CH:12]=[CH:13][CH:14]=2)[CH2:9]1)=[O:7])([CH3:4])([CH3:2])[CH3:3], predict the reactants needed to synthesize it. The reactants are: [C:1]([O:5][C:6]([N:8]1[CH:17]([C:18](=[O:33])[NH:19][CH:20]([C:29]([O:31]C)=[O:30])[CH2:21][C:22]2[CH:27]=[CH:26][C:25]([Cl:28])=[CH:24][CH:23]=2)[CH2:16][C:15]2[C:10](=[CH:11][CH:12]=[CH:13][CH:14]=2)[CH2:9]1)=[O:7])([CH3:4])([CH3:3])[CH3:2].Cl.CN(C)CCCN=C=NCC. (4) Given the product [P:1]([OH:3])([OH:8])([O:13][CH2:14][N:15]1[CH:19]=[N:18][C:17]([C:20]2[CH:25]=[CH:24][C:23]([C:26]3[CH:27]=[N:28][N:29]4[CH:34]=[CH:33][C:32]([N:35]5[C@@H:39]([C:40]6[CH:45]=[CH:44][CH:43]=[CH:42][N:41]=6)[CH2:38][O:37][C:36]5=[O:46])=[N:31][C:30]=34)=[CH:22][C:21]=2[F:47])=[N:16]1)=[O:2], predict the reactants needed to synthesize it. The reactants are: [P:1]([O:13][CH2:14][N:15]1[CH:19]=[N:18][C:17]([C:20]2[CH:25]=[CH:24][C:23]([C:26]3[CH:27]=[N:28][N:29]4[CH:34]=[CH:33][C:32]([N:35]5[C@@H:39]([C:40]6[CH:45]=[CH:44][CH:43]=[CH:42][N:41]=6)[CH2:38][O:37][C:36]5=[O:46])=[N:31][C:30]=34)=[CH:22][C:21]=2[F:47])=[N:16]1)([O:8]C(C)(C)C)([O:3]C(C)(C)C)=[O:2].C(O)(C(F)(F)F)=O. (5) The reactants are: [F:1][C:2]([F:12])([F:11])[C:3]1[CH:10]=[CH:9][C:6]([CH:7]=O)=[CH:5][CH:4]=1.[NH2:13][C:14]1[CH:19]=[CH:18][C:17]([Br:20])=[C:16]([CH3:21])[N:15]=1.C([Sn](Cl)(Cl)CCCC)CCC.C1([SiH3])C=CC=CC=1. Given the product [Br:20][C:17]1[CH:18]=[CH:19][C:14]([NH:13][CH2:7][C:6]2[CH:9]=[CH:10][C:3]([C:2]([F:12])([F:11])[F:1])=[CH:4][CH:5]=2)=[N:15][C:16]=1[CH3:21], predict the reactants needed to synthesize it.